This data is from Forward reaction prediction with 1.9M reactions from USPTO patents (1976-2016). The task is: Predict the product of the given reaction. (1) Given the reactants Cl.[CH3:2][CH:3]([O:5][C:6]1[CH:11]=[CH:10][C:9]([C:12]2[O:16][N:15]=[C:14]([C:17]3[CH:27]=[CH:26][C:20]4[CH2:21][CH2:22][NH:23][CH2:24][CH2:25][C:19]=4[CH:18]=3)[N:13]=2)=[CH:8][C:7]=1[C:28]([F:31])([F:30])[F:29])[CH3:4].CCN(C(C)C)C(C)C.Br[CH2:42][CH2:43][CH2:44][C:45]([O:47][CH2:48][CH3:49])=[O:46], predict the reaction product. The product is: [CH3:4][CH:3]([O:5][C:6]1[CH:11]=[CH:10][C:9]([C:12]2[O:16][N:15]=[C:14]([C:17]3[CH:27]=[CH:26][C:20]4[CH2:21][CH2:22][N:23]([CH2:42][CH2:43][CH2:44][C:45]([O:47][CH2:48][CH3:49])=[O:46])[CH2:24][CH2:25][C:19]=4[CH:18]=3)[N:13]=2)=[CH:8][C:7]=1[C:28]([F:30])([F:31])[F:29])[CH3:2]. (2) The product is: [C:12]1([S:9]([C:6]2[CH:7]=[CH:8][C:3]3[N:4]([C:23](=[O:24])[NH:2][N:1]=3)[CH:5]=2)(=[O:10])=[O:11])[CH:17]=[CH:16][CH:15]=[CH:14][CH:13]=1. Given the reactants [NH:1]([C:3]1[CH:8]=[CH:7][C:6]([S:9]([C:12]2[CH:17]=[CH:16][CH:15]=[CH:14][CH:13]=2)(=[O:11])=[O:10])=[CH:5][N:4]=1)[NH2:2].C1N=CN([C:23](N2C=NC=C2)=[O:24])C=1, predict the reaction product. (3) The product is: [Cl:24][C:19]1[CH:20]=[CH:21][CH:22]=[CH:23][C:18]=1[NH:17][C:15]1[NH:14][C:13](=[O:25])[CH:12]=[C:11]([C:9]2[CH:8]=[CH:7][C:5]3[NH:6][C:2]([NH:1][C:29](=[O:30])[CH2:28][O:27][CH3:26])=[N:3][C:4]=3[CH:10]=2)[N:16]=1. Given the reactants [NH2:1][C:2]1[NH:6][C:5]2[CH:7]=[CH:8][C:9]([C:11]3[NH:16][C:15]([NH:17][C:18]4[CH:23]=[CH:22][CH:21]=[CH:20][C:19]=4[Cl:24])=[N:14][C:13](=[O:25])[CH:12]=3)=[CH:10][C:4]=2[N:3]=1.[CH3:26][O:27][CH2:28][C:29](O)=[O:30], predict the reaction product. (4) Given the reactants [C:1]([O:5][C:6](=[O:29])[NH:7][C@H:8]1[CH2:16][CH2:15][CH2:14][C@H:13]([CH2:17][CH2:18]O)[C@@H:12]([O:20][C:21]2[CH:26]=[CH:25][CH:24]=[CH:23][CH:22]=2)[C@H:11]([CH3:27])[O:10][C:9]1=[O:28])([CH3:4])([CH3:3])[CH3:2].[N+:30]([C:33]1[CH:38]=[CH:37][CH:36]=[CH:35][C:34]=1[Se:39]C#N)([O-:32])=[O:31].C(P(CCCC)CCCC)CCC.[Na+].[Cl-], predict the reaction product. The product is: [C:1]([O:5][C:6](=[O:29])[NH:7][C@H:8]1[CH2:16][CH2:15][CH2:14][C@H:13]([CH2:17][CH2:18][Se:39][C:34]2[CH:35]=[CH:36][CH:37]=[CH:38][C:33]=2[N+:30]([O-:32])=[O:31])[C@@H:12]([O:20][C:21]2[CH:26]=[CH:25][CH:24]=[CH:23][CH:22]=2)[C@H:11]([CH3:27])[O:10][C:9]1=[O:28])([CH3:3])([CH3:2])[CH3:4]. (5) Given the reactants CS([Cl:5])(=O)=O.[CH:6]1([CH2:12][N:13]2[C:21]3[C:16](=[CH:17][CH:18]=[CH:19][C:20]=3[O:22][CH3:23])[C:15]([C:24]3[S:25][C:26]([CH2:31][CH3:32])=[C:27]([CH2:29]O)[N:28]=3)=[CH:14]2)[CH2:11][CH2:10][CH2:9][CH2:8][CH2:7]1.C(N(C(C)C)CC)(C)C, predict the reaction product. The product is: [Cl:5][CH2:29][C:27]1[N:28]=[C:24]([C:15]2[C:16]3[C:21](=[C:20]([O:22][CH3:23])[CH:19]=[CH:18][CH:17]=3)[N:13]([CH2:12][CH:6]3[CH2:11][CH2:10][CH2:9][CH2:8][CH2:7]3)[CH:14]=2)[S:25][C:26]=1[CH2:31][CH3:32]. (6) Given the reactants [F:1][C:2]1[CH:3]=[C:4]([C:21]([O:23][CH3:24])=[O:22])[C:5]2[O:9][C:8]([C:10]3[CH:15]=C[C:13]([CH2:16][N:17](C)[CH3:18])=[CH:12][CH:11]=3)=[CH:7][C:6]=2[CH:20]=1.C[NH:26]CC1C=CC(C#C)=CN=1.FC1C=C(C(OC)=O)C(O)=C(I)C=1, predict the reaction product. The product is: [F:1][C:2]1[CH:3]=[C:4]([C:21]([O:23][CH3:24])=[O:22])[C:5]2[O:9][C:8]([C:10]3[CH:15]=[N:26][C:13]([CH2:16][NH:17][CH3:18])=[CH:12][CH:11]=3)=[CH:7][C:6]=2[CH:20]=1. (7) Given the reactants [OH-].[Li+].O.C([O:7][CH2:8][C:9]([NH:11][C:12]1[C:20]2[C:15](=[N:16][C:17]([C:28]3[CH:33]=[CH:32][C:31]([Cl:34])=[CH:30][C:29]=3[Cl:35])=[C:18]([C:21]3[CH:26]=[CH:25][C:24]([Cl:27])=[CH:23][CH:22]=3)[CH:19]=2)[O:14][C:13]=1[C:36](=[O:41])[C:37]([OH:40])([CH3:39])[CH3:38])=[O:10])(=O)C.CO, predict the reaction product. The product is: [Cl:27][C:24]1[CH:25]=[CH:26][C:21]([C:18]2[CH:19]=[C:20]3[C:12]([NH:11][C:9](=[O:10])[CH2:8][OH:7])=[C:13]([C:36](=[O:41])[C:37]([OH:40])([CH3:38])[CH3:39])[O:14][C:15]3=[N:16][C:17]=2[C:28]2[CH:33]=[CH:32][C:31]([Cl:34])=[CH:30][C:29]=2[Cl:35])=[CH:22][CH:23]=1.